This data is from Full USPTO retrosynthesis dataset with 1.9M reactions from patents (1976-2016). The task is: Predict the reactants needed to synthesize the given product. Given the product [CH3:4][O:5][C:6](=[O:33])[CH:7]([C:12]1[C:17]([CH3:18])=[CH:16][C:15]([O:2][CH3:1])=[C:14]([CH:20]2[CH2:22][CH2:21]2)[C:13]=1[C:23]1[CH:24]=[C:25]2[C:30](=[CH:31][CH:32]=1)[O:29][CH2:28][CH2:27][CH2:26]2)[O:8][CH:9]1[CH2:11][CH2:10]1, predict the reactants needed to synthesize it. The reactants are: [CH3:1][O-:2].[Na+].[CH3:4][O:5][C:6](=[O:33])[CH:7]([C:12]1[C:17]([CH3:18])=[CH:16][C:15](I)=[C:14]([CH:20]2[CH2:22][CH2:21]2)[C:13]=1[C:23]1[CH:24]=[C:25]2[C:30](=[CH:31][CH:32]=1)[O:29][CH2:28][CH2:27][CH2:26]2)[O:8][CH:9]1[CH2:11][CH2:10]1.